Dataset: Full USPTO retrosynthesis dataset with 1.9M reactions from patents (1976-2016). Task: Predict the reactants needed to synthesize the given product. (1) The reactants are: [CH3:1][C:2]1[CH:3]=[CH:4][C:5]([N+:11]([O-:13])=[O:12])=[C:6]([CH:10]=1)[C:7]([OH:9])=O.CN(C(ON1N=NC2C=CC=NC1=2)=[N+](C)C)C.F[P-](F)(F)(F)(F)F.CCN(C(C)C)C(C)C.[OH:47][NH:48][C:49](=[NH:55])[C:50]([O:52][CH2:53][CH3:54])=[O:51]. Given the product [OH:47][N:48]=[C:49]([NH:55][C:7](=[O:9])[C:6]1[CH:10]=[C:2]([CH3:1])[CH:3]=[CH:4][C:5]=1[N+:11]([O-:13])=[O:12])[C:50]([O:52][CH2:53][CH3:54])=[O:51], predict the reactants needed to synthesize it. (2) Given the product [C:17]([O:21][C:22]([N:24]1[CH2:29][CH2:28][CH:27]([C:30]([C:10]2[S:11][C:7]3[CH:6]=[CH:5][CH:4]=[C:3]([O:2][CH3:1])[C:8]=3[N:9]=2)=[O:35])[CH2:26][CH2:25]1)=[O:23])([CH3:20])([CH3:19])[CH3:18], predict the reactants needed to synthesize it. The reactants are: [CH3:1][O:2][C:3]1[C:8]2[N:9]=[CH:10][S:11][C:7]=2[CH:6]=[CH:5][CH:4]=1.[Li]CCCC.[C:17]([O:21][C:22]([N:24]1[CH2:29][CH2:28][CH:27]([C:30](=[O:35])N(OC)C)[CH2:26][CH2:25]1)=[O:23])([CH3:20])([CH3:19])[CH3:18].